From a dataset of Forward reaction prediction with 1.9M reactions from USPTO patents (1976-2016). Predict the product of the given reaction. (1) The product is: [C:1]([NH:31][CH2:32][CH2:33][SH:34])(=[O:15])[CH2:2][CH2:3][CH2:4][CH2:5][CH2:6][CH2:7][CH2:8][CH2:9][CH2:10][CH2:11][CH2:12][CH2:13][CH3:14]. Given the reactants [C:1](Cl)(=[O:15])[CH2:2][CH2:3][CH2:4][CH2:5][CH2:6][CH2:7][CH2:8][CH2:9][CH2:10][CH2:11][CH2:12][CH2:13][CH3:14].N1C=CC=CC=1.ON1C(=O)CCC1=O.[NH2:31][CH2:32][CH2:33][SH:34], predict the reaction product. (2) Given the reactants Cl[C:2]1[CH:11]=[C:10]([C:12]([NH:14][C:15]2[C:25]([CH3:26])=[CH:24][C:18]([C:19]([O:21][CH2:22][CH3:23])=[O:20])=[CH:17][C:16]=2[CH3:27])=[O:13])[C:9]2[C:4](=[CH:5][CH:6]=[CH:7][CH:8]=2)[N:3]=1.[OH:28][CH2:29][C:30]1[CH:31]=[C:32](B(O)O)[CH:33]=[CH:34][CH:35]=1.C([O-])([O-])=O.[K+].[K+].C(Cl)Cl, predict the reaction product. The product is: [OH:28][CH2:29][C:30]1[CH:35]=[C:34]([C:2]2[CH:11]=[C:10]([C:12]([NH:14][C:15]3[C:25]([CH3:26])=[CH:24][C:18]([C:19]([O:21][CH2:22][CH3:23])=[O:20])=[CH:17][C:16]=3[CH3:27])=[O:13])[C:9]3[C:4](=[CH:5][CH:6]=[CH:7][CH:8]=3)[N:3]=2)[CH:33]=[CH:32][CH:31]=1. (3) Given the reactants [F:1][C:2]([F:7])([F:6])[C:3]([OH:5])=[O:4].[C:8]1([C:13]2[CH:18]=[C:17]([CH:19]3[CH2:24][CH2:23][NH:22][CH2:21][CH2:20]3)[CH:16]=[CH:15][C:14]=2[NH:25][C:26]([C:28]2[NH:29][CH:30]=[C:31]([C:33]#[N:34])[N:32]=2)=[O:27])[CH2:12][CH2:11][CH2:10][CH:9]=1.[CH3:35][N:36]1[CH:40]=[CH:39][N:38]=[C:37]1[CH:41]=O, predict the reaction product. The product is: [F:1][C:2]([F:7])([F:6])[C:3]([OH:5])=[O:4].[C:8]1([C:13]2[CH:18]=[C:17]([CH:19]3[CH2:24][CH2:23][N:22]([CH2:41][C:37]4[N:36]([CH3:35])[CH:40]=[CH:39][N:38]=4)[CH2:21][CH2:20]3)[CH:16]=[CH:15][C:14]=2[NH:25][C:26]([C:28]2[NH:29][CH:30]=[C:31]([C:33]#[N:34])[N:32]=2)=[O:27])[CH2:12][CH2:11][CH2:10][CH:9]=1. (4) Given the reactants [Cl:1][C:2]1[C:3]2[CH:10]=[CH:9][N:8]([CH2:11][CH3:12])[C:4]=2[N:5]=[CH:6][N:7]=1.[NH2:13][C@@H:14]1[CH2:19][CH2:18][C@H:17]([NH:20][C:21](=[O:30])[C:22]2[CH:27]=[CH:26][C:25]([F:28])=[C:24]([Cl:29])[CH:23]=2)[CH2:16][CH2:15]1, predict the reaction product. The product is: [ClH:1].[Cl:29][C:24]1[CH:23]=[C:22]([CH:27]=[CH:26][C:25]=1[F:28])[C:21]([NH:20][C@H:17]1[CH2:16][CH2:15][C@@H:14]([NH:13][C:2]2[C:3]3[CH:10]=[CH:9][N:8]([CH2:11][CH3:12])[C:4]=3[N:5]=[CH:6][N:7]=2)[CH2:19][CH2:18]1)=[O:30].